Dataset: Catalyst prediction with 721,799 reactions and 888 catalyst types from USPTO. Task: Predict which catalyst facilitates the given reaction. (1) Reactant: Cl[C:2]1[C:3]2[C:4](=[CH:17][N:18](CC3C=CC(OC)=CC=3)[N:19]=2)[N:5]=[C:6]([C:8]2[S:9][C:10]3[CH:16]=[CH:15][CH:14]=[CH:13][C:11]=3[N:12]=2)[N:7]=1.[CH3:29][O:30][C:31]1[CH:32]=[C:33]([CH:35]=[CH:36][C:37]=1[O:38][CH3:39])[NH2:34].Cl. Product: [S:9]1[C:10]2[CH:16]=[CH:15][CH:14]=[CH:13][C:11]=2[N:12]=[C:8]1[C:6]1[N:7]=[C:2]([NH:34][C:33]2[CH:35]=[CH:36][C:37]([O:38][CH3:39])=[C:31]([O:30][CH3:29])[CH:32]=2)[C:3]2[NH:19][N:18]=[CH:17][C:4]=2[N:5]=1. The catalyst class is: 71. (2) Reactant: C([SiH](CC)CC)C.C(O)(C(F)(F)F)=O.[NH2:15][C:16]1[C:17]2[CH:32]=[C:31]([CH:33](O)[C:34]3[C:35]([O:40][CH3:41])=[N:36][CH:37]=[CH:38][CH:39]=3)[S:30][C:18]=2[N:19]=[C:20]([C:22]2[CH:23]=[C:24]([CH:27]=[CH:28][CH:29]=2)[C:25]#[N:26])[N:21]=1. Product: [NH2:15][C:16]1[C:17]2[CH:32]=[C:31]([CH2:33][C:34]3[C:35]([O:40][CH3:41])=[N:36][CH:37]=[CH:38][CH:39]=3)[S:30][C:18]=2[N:19]=[C:20]([C:22]2[CH:23]=[C:24]([CH:27]=[CH:28][CH:29]=2)[C:25]#[N:26])[N:21]=1. The catalyst class is: 2. (3) Reactant: [C:1]([C:3]1[CH:4]=[C:5]2[C:10](=[CH:11][CH:12]=1)[CH:9]=[C:8](OS(C1C=CC=CC=1)(=O)=O)[CH:7]=[CH:6]2)#[N:2].[CH2:23]([OH:29])[CH2:24][CH2:25][CH2:26][C:27]#[CH:28]. Product: [OH:29][CH2:23][CH2:24][CH2:25][CH2:26][C:27]#[C:28][C:8]1[CH:9]=[C:10]2[C:5](=[CH:6][CH:7]=1)[CH:4]=[C:3]([C:1]#[N:2])[CH:12]=[CH:11]2. The catalyst class is: 243. (4) Reactant: [CH3:1][O:2][C:3]1[CH:8]=[CH:7][C:6]([NH2:9])=[CH:5][CH:4]=1.Cl.N([O-])=O.[Na+].S(=O)(=O)(O)[NH2:16].[OH-].[Na+].[Cl:22][C:23]1[CH:24]=[C:25](CO)[C:26]([OH:31])=[C:27]([CH2:29][OH:30])[CH:28]=1. Product: [Cl:22][C:23]1[CH:24]=[C:25]([N:16]=[N:9][C:6]2[CH:7]=[CH:8][C:3]([O:2][CH3:1])=[CH:4][CH:5]=2)[C:26]([OH:31])=[C:27]([CH2:29][OH:30])[CH:28]=1. The catalyst class is: 97.